From a dataset of Peptide-MHC class II binding affinity with 134,281 pairs from IEDB. Regression. Given a peptide amino acid sequence and an MHC pseudo amino acid sequence, predict their binding affinity value. This is MHC class II binding data. (1) The peptide sequence is EGPEEHEILNDSGET. The MHC is DRB4_0103 with pseudo-sequence DRB4_0103. The binding affinity (normalized) is 0. (2) The peptide sequence is MASHIHLVIHRIRTL. The MHC is DRB1_1301 with pseudo-sequence DRB1_1301. The binding affinity (normalized) is 0.797.